Dataset: Volume of distribution at steady state (VDss) regression data from Lombardo et al.. Task: Regression/Classification. Given a drug SMILES string, predict its absorption, distribution, metabolism, or excretion properties. Task type varies by dataset: regression for continuous measurements (e.g., permeability, clearance, half-life) or binary classification for categorical outcomes (e.g., BBB penetration, CYP inhibition). For this dataset (vdss_lombardo), we predict log10(VDss) (log10 of volume of distribution in L/kg). (1) The molecule is O=P([O-])([O-])C(Cl)(Cl)P(=O)([O-])O. The log10(VDss) is -0.0600. (2) The drug is Cc1c(N)nc([C@H](CC(N)=O)NC[C@H]([NH3+])C(N)=O)nc1C(=O)N[C@H](C(=O)N[C@H](C)[C@@H](O)[C@H](C)C(=O)N[C@H](C(=O)NCCc1nc(-c2nc(C(=O)NCCC[S+](C)C)cs2)cs1)[C@@H](C)O)[C@@H](O[C@@H]1O[C@@H](CO)[C@@H](O)[C@H](O)[C@@H]1O[C@H]1O[C@H](CO)[C@@H](O)[C@H](OC(N)=O)[C@@H]1O)c1cnc[nH]1. The log10(VDss) is 0.970. (3) The compound is CCCCCOc1ccc(-c2ccc(-c3ccc(C(=O)NC4CC(O)C(O)NC(=O)C5C(O)C(C)CN5C(=O)C(C(C)O)NC(=O)C(C(O)C(O)c5ccc(O)cc5)NC(=O)C5CC(O)CN5C(=O)C(C(C)O)NC4=O)cc3)cc2)cc1. The log10(VDss) is -0.240.